Dataset: Reaction yield outcomes from USPTO patents with 853,638 reactions. Task: Predict the reaction yield, written as a fraction of the theoretical maximum amount of product (1.0 means a 100% yield; for example, 0.34 means a 34% yield). (1) The reactants are [Cl:1][C:2]1[CH:7]=[CH:6][C:5]([C:8]2[NH:13][C:12](=[O:14])[C:11]([C:15]([O:17][CH2:18][CH3:19])=[O:16])=[C:10]([OH:20])[C:9]=2[CH2:21][CH3:22])=[CH:4][CH:3]=1.[CH:36]1[CH:41]=[CH:40][C:39](P([C:36]2[CH:41]=[CH:40][CH:39]=[CH:38][CH:37]=2)[C:36]2[CH:41]=[CH:40][CH:39]=[CH:38][CH:37]=2)=[CH:38][CH:37]=1.[CH2:42](O)[C:43]1[CH:48]=[CH:47][CH:46]=[CH:45][CH:44]=1.[CH3:50]C(OC(/N=N/C(OC(C)C)=O)=O)C. The catalyst is C1COCC1. The product is [CH2:42]([O:14][C:12]1[N:13]=[C:8]([C:5]2[CH:4]=[CH:3][C:2]([Cl:1])=[CH:7][CH:6]=2)[C:9]([CH2:21][CH3:22])=[C:10]([O:20][CH2:50][C:36]2[CH:37]=[CH:38][CH:39]=[CH:40][CH:41]=2)[C:11]=1[C:15]([O:17][CH2:18][CH3:19])=[O:16])[C:43]1[CH:48]=[CH:47][CH:46]=[CH:45][CH:44]=1. The yield is 0.640. (2) The reactants are Br[C:2]1[C:7]2[S:8][CH:9]=[C:10]([CH2:11][OH:12])[C:6]=2[C:5]([CH3:13])=[CH:4][CH:3]=1.C1(C)C=CC=CC=1.C(OCC)(=O)C.O. The catalyst is C1(C)C=CC=CC=1.C1COCC1. The product is [OH:12][CH2:11][C:10]1[C:6]2[C:5]([CH3:13])=[CH:4][CH:3]=[CH:2][C:7]=2[S:8][CH:9]=1. The yield is 0.970. (3) The reactants are C1([CH:7]([N:14]2[CH2:17][CH:16]([CH2:18][N:19]3[CH:23]=[CH:22][N:21]=[CH:20]3)[CH2:15]2)C2C=CC=CC=2)C=CC=CC=1. The catalyst is CCO.[OH-].[OH-].[Pd+2]. The product is [N:19]1([CH2:18][CH:16]2[CH2:15][CH2:7][NH:14][CH2:17]2)[CH:23]=[CH:22][N:21]=[CH:20]1. The yield is 0.668. (4) The reactants are C=O.[C:3](O)(=O)C.[C:7]([BH3-])#[N:8].[Na+].N[C:12]1[CH:21]=[CH:20][C:19]2[NH:18][C:17](=[O:22])[C:16]3[NH:23][CH:24]=[CH:25][C:15]=3[C:14]=2[CH:13]=1.[CH2:26]([C:28]([O-:30])=[O:29])[CH3:27]. The catalyst is C(O)C. The product is [CH3:3][N:8]([CH3:7])[C:12]1[CH:21]=[CH:20][C:19]2[NH:18][C:17](=[O:22])[C:16]3[NH:23][CH:24]=[CH:25][C:15]=3[C:14]=2[CH:13]=1.[CH2:26]([C:28]([O-:30])=[O:29])[CH3:27]. The yield is 0.0500.